This data is from Reaction yield outcomes from USPTO patents with 853,638 reactions. The task is: Predict the reaction yield, written as a fraction of the theoretical maximum amount of product (1.0 means a 100% yield; for example, 0.34 means a 34% yield). (1) The reactants are C([NH:8][CH:9]([CH3:20])[CH2:10][O:11][C:12]1[C:17]([CH3:18])=[CH:16][CH:15]=[CH:14][C:13]=1[CH3:19])(OC(C)(C)C)=O. The catalyst is C(O)(C(F)(F)F)C(F)(F)F. The product is [CH3:19][C:13]1[CH:14]=[CH:15][CH:16]=[C:17]([CH3:18])[C:12]=1[O:11][CH2:10][CH:9]([NH2:8])[CH3:20]. The yield is 0.810. (2) The catalyst is COCCOC.CCOC(C)=O.[Cu]I. The reactants are I[C:2]1[CH:7]=[CH:6][C:5]2[C:8]3([CH2:23][O:24][C:4]=2[CH:3]=1)[CH2:13][CH2:12][N:11]([CH2:14][CH2:15][C:16]([O:18][C:19]([CH3:22])([CH3:21])[CH3:20])=[O:17])[CH2:10][CH2:9]3.[CH3:25][C:26]1[CH:31]=[CH:30][CH:29]=[CH:28][C:27]=1[SH:32].C(=O)([O-])[O-].[K+].[K+]. The yield is 0.740. The product is [CH3:25][C:26]1[CH:31]=[CH:30][CH:29]=[CH:28][C:27]=1[S:32][C:2]1[CH:7]=[CH:6][C:5]2[C:8]3([CH2:23][O:24][C:4]=2[CH:3]=1)[CH2:13][CH2:12][N:11]([CH2:14][CH2:15][C:16]([O:18][C:19]([CH3:22])([CH3:21])[CH3:20])=[O:17])[CH2:10][CH2:9]3. (3) The product is [CH3:1][P:2]1(=[O:7])[CH2:5][CH2:6][N:21]([CH:18]2[CH2:17][CH2:16][N:15]([C:8]([O:10][C:11]([CH3:14])([CH3:13])[CH3:12])=[O:9])[CH2:20][CH2:19]2)[CH2:4][CH2:3]1. The reactants are [CH3:1][P:2](=[O:7])([CH:5]=[CH2:6])[CH:3]=[CH2:4].[C:8]([N:15]1[CH2:20][CH2:19][CH:18]([NH2:21])[CH2:17][CH2:16]1)([O:10][C:11]([CH3:14])([CH3:13])[CH3:12])=[O:9]. The catalyst is C1COCC1.O. The yield is 0.380.